Dataset: Reaction yield outcomes from USPTO patents with 853,638 reactions. Task: Predict the reaction yield, written as a fraction of the theoretical maximum amount of product (1.0 means a 100% yield; for example, 0.34 means a 34% yield). (1) The reactants are Cl[C:2]1[C:7]([C:8]([C:10]2[NH:11][C:12]([CH3:16])=[CH:13][C:14]=2[CH3:15])=O)=[CH:6][CH:5]=[CH:4][N:3]=1.O.[NH2:18][NH2:19]. The catalyst is C(O)C. The product is [CH3:15][C:14]1[CH:13]=[C:12]([CH3:16])[NH:11][C:10]=1[C:8]1[C:7]2[C:2](=[N:3][CH:4]=[CH:5][CH:6]=2)[NH:19][N:18]=1. The yield is 0.460. (2) The reactants are [NH2:1][S:2]([C:5]1[CH:10]=[CH:9][C:8]([N:11]2[C:15]3[C:16]4[CH:23]=[CH:22][CH:21]=[CH:20][C:17]=4[O:18][CH2:19][C:14]=3[C:13]([C:24]([OH:26])=O)=[N:12]2)=[CH:7][CH:6]=1)(=[O:4])=[O:3].[NH3:27]. The catalyst is CO. The product is [NH2:1][S:2]([C:5]1[CH:10]=[CH:9][C:8]([N:11]2[C:15]3[C:16]4[CH:23]=[CH:22][CH:21]=[CH:20][C:17]=4[O:18][CH2:19][C:14]=3[C:13]([C:24]([NH2:27])=[O:26])=[N:12]2)=[CH:7][CH:6]=1)(=[O:3])=[O:4]. The yield is 0.480. (3) The product is [CH3:2][CH:1]([C:4]1[CH:10]=[CH:9][C:7]([NH:8][CH2:13][CH:14]([CH3:16])[CH3:15])=[CH:6][CH:5]=1)[CH3:3]. The catalyst is C1(C)C(C)=CC=CC=1.O. The reactants are [CH:1]([C:4]1[CH:10]=[CH:9][C:7]([NH2:8])=[CH:6][CH:5]=1)([CH3:3])[CH3:2].[I-].[K+].[CH2:13](N[CH2:13][CH:14]([CH3:16])[CH3:15])[CH:14]([CH3:16])[CH3:15].ClCCl. The yield is 0.347.